Dataset: Full USPTO retrosynthesis dataset with 1.9M reactions from patents (1976-2016). Task: Predict the reactants needed to synthesize the given product. (1) Given the product [NH2:2][CH2:1][CH2:3][CH2:4][C:5]1[CH:6]=[C:7]2[C:12](=[CH:13][CH:14]=1)[C@H:11]([NH:15][C:16](=[O:35])[CH2:17][C@@H:18]1[C:23](=[O:24])[NH:22][CH2:21][CH2:20][N:19]1[S:25]([C:28]1[CH:29]=[CH:30][C:31]([CH3:32])=[CH:33][CH:34]=1)(=[O:27])=[O:26])[CH2:10][CH2:9][CH2:8]2, predict the reactants needed to synthesize it. The reactants are: [C:1](/[CH:3]=[CH:4]/[C:5]1[CH:6]=[C:7]2[C:12](=[CH:13][CH:14]=1)[C@H:11]([NH:15][C:16](=[O:35])[CH2:17][C@@H:18]1[C:23](=[O:24])[NH:22][CH2:21][CH2:20][N:19]1[S:25]([C:28]1[CH:34]=[CH:33][C:31]([CH3:32])=[CH:30][CH:29]=1)(=[O:27])=[O:26])[CH2:10][CH2:9][CH2:8]2)#[N:2].C(Cl)(Cl)Cl. (2) Given the product [F:25][C:26]1[CH:27]=[C:28]([NH:29][C:4]([C:6]2[NH:7][C:8]3[C:13]([CH:14]=2)=[CH:12][C:11]([CH:15]2[CH2:20][CH2:19][CH2:18][N:17]([CH2:21][CH2:22][O:23][CH3:24])[CH2:16]2)=[CH:10][CH:9]=3)=[O:3])[CH:30]=[C:31]([F:33])[CH:32]=1, predict the reactants needed to synthesize it. The reactants are: C([O:3][C:4]([C:6]1[NH:7][C:8]2[C:13]([CH:14]=1)=[CH:12][C:11]([CH:15]1[CH2:20][CH2:19][CH2:18][N:17]([CH2:21][CH2:22][O:23][CH3:24])[CH2:16]1)=[CH:10][CH:9]=2)=O)C.[F:25][C:26]1[CH:27]=[C:28]([CH:30]=[C:31]([F:33])[CH:32]=1)[NH2:29]. (3) Given the product [S:12]1[C:16]([CH:17]([NH:11][C:1]23[CH2:8][CH:7]4[CH2:6][CH:5]([CH2:4][CH:3]([CH2:9]4)[CH2:2]2)[CH2:10]3)[CH3:18])=[CH:15][C:14]2[CH:20]=[CH:21][CH:22]=[CH:23][C:13]1=2, predict the reactants needed to synthesize it. The reactants are: [C:1]12([NH2:11])[CH2:10][CH:5]3[CH2:6][CH:7]([CH2:9][CH:3]([CH2:4]3)[CH2:2]1)[CH2:8]2.[S:12]1[C:16]([C:17](=O)[CH3:18])=[CH:15][C:14]2[CH:20]=[CH:21][CH:22]=[CH:23][C:13]1=2. (4) Given the product [NH2:22][C:13]1[NH:12][C:11]2([C:4]3[C:5](=[CH:6][CH:7]=[C:2]([Br:1])[CH:3]=3)[O:8][C:9]([CH3:20])([CH3:21])[CH2:10]2)[C:15](=[O:16])[N:14]=1, predict the reactants needed to synthesize it. The reactants are: [Br:1][C:2]1[CH:3]=[C:4]2[C:11]3([C:15](=[O:16])[N:14]=[C:13](OCC)[NH:12]3)[CH2:10][C:9]([CH3:21])([CH3:20])[O:8][C:5]2=[CH:6][CH:7]=1.[NH3:22].O.